This data is from Forward reaction prediction with 1.9M reactions from USPTO patents (1976-2016). The task is: Predict the product of the given reaction. Given the reactants [N:1]1[C:5]2[CH:6]=[CH:7][CH:8]=[CH:9][C:4]=2[NH:3][CH:2]=1.[CH2:10]([C:12]1[CH:17]=[CH:16][C:15]([C:18]#[C:19][C:20]([O:22][CH2:23][CH3:24])=[O:21])=[CH:14][CH:13]=1)[CH3:11].C(=O)([O-])[O-].[K+].[K+], predict the reaction product. The product is: [N:1]1([C:18]([C:15]2[CH:16]=[CH:17][C:12]([CH2:10][CH3:11])=[CH:13][CH:14]=2)=[CH:19][C:20]([O:22][CH2:23][CH3:24])=[O:21])[C:5]2[CH:6]=[CH:7][CH:8]=[CH:9][C:4]=2[N:3]=[CH:2]1.